Dataset: Reaction yield outcomes from USPTO patents with 853,638 reactions. Task: Predict the reaction yield, written as a fraction of the theoretical maximum amount of product (1.0 means a 100% yield; for example, 0.34 means a 34% yield). (1) The reactants are [H-].[Na+].P([CH2:7][C:8]([O:10][CH2:11][CH3:12])=[O:9])(O)(O)=O.[Br:13][C:14]1[CH:15]=[C:16]([CH:19]=[CH:20][C:21]=1[CH3:22])[CH:17]=O.O. The catalyst is COCCOC. The product is [Br:13][C:14]1[CH:15]=[C:16](/[CH:17]=[CH:7]/[C:8]([O:10][CH2:11][CH3:12])=[O:9])[CH:19]=[CH:20][C:21]=1[CH3:22]. The yield is 0.880. (2) The reactants are [CH3:1][C:2]1[N:6]([CH2:7][C:8]([O:10]CC)=[O:9])[C:5]2[S:13][CH:14]=[CH:15][C:4]=2[C:3]=1[CH2:16][C:17]1[CH:22]=[CH:21][CH:20]=[CH:19][C:18]=1[S:23]([N:26]1[CH2:30][CH2:29][CH2:28][CH2:27]1)(=[O:25])=[O:24].[OH-].[Li+]. The catalyst is C1COCC1.CO.O. The product is [CH3:1][C:2]1[N:6]([CH2:7][C:8]([OH:10])=[O:9])[C:5]2[S:13][CH:14]=[CH:15][C:4]=2[C:3]=1[CH2:16][C:17]1[CH:22]=[CH:21][CH:20]=[CH:19][C:18]=1[S:23]([N:26]1[CH2:30][CH2:29][CH2:28][CH2:27]1)(=[O:24])=[O:25]. The yield is 0.880. (3) The reactants are [BH4-].[Na+].[F:3][C:4]1[CH:5]=[C:6]([C:10](=[O:28])[CH:11]([CH2:17][C:18]2[CH:23]=[CH:22][C:21]([C:24]([F:27])([F:26])[F:25])=[CH:20][CH:19]=2)[C:12]([O:14][CH2:15][CH3:16])=[O:13])[CH:7]=[CH:8][CH:9]=1.Cl. The catalyst is C(OCC)C.[Cl-].[Zn+2].[Cl-]. The product is [F:3][C:4]1[CH:5]=[C:6]([CH:10]([OH:28])[CH:11]([CH2:17][C:18]2[CH:19]=[CH:20][C:21]([C:24]([F:26])([F:27])[F:25])=[CH:22][CH:23]=2)[C:12]([O:14][CH2:15][CH3:16])=[O:13])[CH:7]=[CH:8][CH:9]=1. The yield is 0.960. (4) The reactants are [CH3:1][N:2]1[C:10]2[C:5](=[CH:6][CH:7]=[C:8]([NH2:11])[CH:9]=2)[CH:4]=[N:3]1.Br[CH2:13][C:14]1[CH:24]=[CH:23][C:22]([O:25][CH3:26])=[CH:21][C:15]=1[C:16](OCC)=[O:17].C(N(CC)C(C)C)(C)C. The catalyst is C(O)C. The product is [CH3:26][O:25][C:22]1[CH:21]=[C:15]2[C:14]([CH2:13][N:11]([C:8]3[CH:9]=[C:10]4[C:5]([CH:4]=[N:3][N:2]4[CH3:1])=[CH:6][CH:7]=3)[C:16]2=[O:17])=[CH:24][CH:23]=1. The yield is 0.210. (5) The reactants are [NH2:1][C:2]1[N:7]=[CH:6][N:5]=[C:4]2[N:8]([CH:30]3[CH2:35][CH2:34][CH2:33][N:32]([C:36](=[O:40])[CH2:37][C:38]#[N:39])[CH2:31]3)[N:9]=[C:10]([C:11]3[CH:16]=[CH:15][C:14]([NH:17][C:18](=[O:29])[C:19]4[CH:24]=[CH:23][C:22]([C:25]([F:28])([F:27])[F:26])=[CH:21][CH:20]=4)=[CH:13][CH:12]=3)[C:3]=12.[CH3:41][C:42]([CH3:46])([CH3:45])[CH:43]=O.N1CCCCC1. The catalyst is CO. The product is [NH2:1][C:2]1[N:7]=[CH:6][N:5]=[C:4]2[N:8]([CH:30]3[CH2:35][CH2:34][CH2:33][N:32]([C:36](=[O:40])[C:37]([C:38]#[N:39])=[CH:41][C:42]([CH3:46])([CH3:45])[CH3:43])[CH2:31]3)[N:9]=[C:10]([C:11]3[CH:12]=[CH:13][C:14]([NH:17][C:18](=[O:29])[C:19]4[CH:20]=[CH:21][C:22]([C:25]([F:28])([F:27])[F:26])=[CH:23][CH:24]=4)=[CH:15][CH:16]=3)[C:3]=12. The yield is 0.270.